This data is from Retrosynthesis with 50K atom-mapped reactions and 10 reaction types from USPTO. The task is: Predict the reactants needed to synthesize the given product. (1) The reactants are: COC(=O)c1ccc2cc(-c3ccc(OCc4c(-c5c(Cl)cccc5Cl)noc4C4CCCC4)cc3)ccc2n1. Given the product O=C(O)c1ccc2cc(-c3ccc(OCc4c(-c5c(Cl)cccc5Cl)noc4C4CCCC4)cc3)ccc2n1, predict the reactants needed to synthesize it. (2) Given the product CCNc1cc(N2CCNCC2)ccc1[N+](=O)[O-], predict the reactants needed to synthesize it. The reactants are: C1CNCCN1.CCNc1cc(F)ccc1[N+](=O)[O-]. (3) Given the product Cc1cc(C[C@@H](OC(=O)N2CCC(N3CCc4ccccc4NC3=O)CC2)C(=O)N2CCN(Cc3ccccc3)CC2)cc(C)c1OCc1ccccc1, predict the reactants needed to synthesize it. The reactants are: Cc1cc(C[C@@H](OC(=O)N2CCC(N3CCc4ccccc4NC3=O)CC2)C(=O)O)cc(C)c1OCc1ccccc1.c1ccc(CN2CCNCC2)cc1. (4) The reactants are: Cc1cc(N)nc(S)n1.Clc1cncc(Cl)c1CBr. Given the product Cc1cc(N)nc(SCc2c(Cl)cncc2Cl)n1, predict the reactants needed to synthesize it. (5) Given the product Nc1cccc(OC(=O)c2ccccc2)c1, predict the reactants needed to synthesize it. The reactants are: O=C(Oc1cccc([N+](=O)[O-])c1)c1ccccc1. (6) Given the product C(=Cc1ccc(-c2c3ccccc3c(-c3ccc(C=C(c4ccccc4)c4ccccc4)cc3)c3ccccc23)cc1)c1ccccc1, predict the reactants needed to synthesize it. The reactants are: Brc1c2ccccc2c(-c2ccc(C=Cc3ccccc3)cc2)c2ccccc12.OB(O)c1ccc(C=C(c2ccccc2)c2ccccc2)cc1. (7) Given the product CC(OCc1ccc2ccccc2c1)(C(N)=O)C(F)(F)F, predict the reactants needed to synthesize it. The reactants are: CC(OCc1ccc2ccccc2c1)(C(=O)Cl)C(F)(F)F.N.